From a dataset of Peptide-MHC class I binding affinity with 185,985 pairs from IEDB/IMGT. Regression. Given a peptide amino acid sequence and an MHC pseudo amino acid sequence, predict their binding affinity value. This is MHC class I binding data. (1) The peptide sequence is FPVKPQVPL. The MHC is HLA-C06:02 with pseudo-sequence HLA-C06:02. The binding affinity (normalized) is 0. (2) The MHC is HLA-B40:01 with pseudo-sequence HLA-B40:01. The binding affinity (normalized) is 0.0478. The peptide sequence is VELKHFFFA.